From a dataset of Forward reaction prediction with 1.9M reactions from USPTO patents (1976-2016). Predict the product of the given reaction. (1) Given the reactants [CH3:1][C:2]1[CH:11]=[CH:10][C:5]([C:6]([O:8][CH3:9])=[O:7])=[CH:4][N:3]=1.BrN1C(=O)CCC1=O.C(=O)([O-])[O-].[K+].[K+].[N:26]1[CH:31]=[CH:30][CH:29]=[CH:28][C:27]=1[CH2:32][NH2:33], predict the reaction product. The product is: [N:26]1[CH:31]=[CH:30][CH:29]=[CH:28][C:27]=1[CH2:32][NH:33][CH2:1][C:2]1[CH:11]=[CH:10][C:5]([C:6]([O:8][CH3:9])=[O:7])=[CH:4][N:3]=1. (2) Given the reactants CS(O)(=O)=O.C(OC([N:13]1[CH2:18][CH2:17][C:16]2=[N:19][N:20]([CH2:23][C:24]([F:27])([F:26])[F:25])[C:21](=[O:22])[C:15]2([CH2:28][C:29]2[CH:34]=[CH:33][CH:32]=[CH:31][N:30]=2)[CH2:14]1)=O)(C)(C)C.C(N(CC)CC)C, predict the reaction product. The product is: [N:30]1[CH:31]=[CH:32][CH:33]=[CH:34][C:29]=1[CH2:28][C:15]12[C:21](=[O:22])[N:20]([CH2:23][C:24]([F:26])([F:27])[F:25])[N:19]=[C:16]1[CH2:17][CH2:18][NH:13][CH2:14]2. (3) Given the reactants C(OC([NH:8][C:9]1([C:33]([OH:35])=O)[CH2:14][CH2:13][C:12]([C:15]2[NH:32][C:18]3=[N:19][CH:20]=[CH:21][C:22]([C:23]4[CH:28]=[C:27]([F:29])[CH:26]=[CH:25][C:24]=4[O:30][CH3:31])=[C:17]3[CH:16]=2)=[CH:11][CH2:10]1)=O)(C)(C)C.O.ON1C2C=CC=CC=2N=N1.[CH:47]([N:50](C(C)C)[CH2:51]C)(C)C.CNC.O1CCCC1.C(N=C=NCCCN(C)C)C, predict the reaction product. The product is: [NH2:8][C:9]1([C:33]([N:50]([CH3:51])[CH3:47])=[O:35])[CH2:14][CH2:13][C:12]([C:15]2[NH:32][C:18]3=[N:19][CH:20]=[CH:21][C:22]([C:23]4[CH:28]=[C:27]([F:29])[CH:26]=[CH:25][C:24]=4[O:30][CH3:31])=[C:17]3[CH:16]=2)=[CH:11][CH2:10]1. (4) Given the reactants Br[C:2]1[CH:7]=[CH:6][C:5]([C:8]2[O:12][N:11]=[C:10]([CH3:13])[C:9]=2[CH:14]([C:16]2[O:17][C:18]([C:21]3[CH:26]=[CH:25][CH:24]=[CH:23][CH:22]=3)=[N:19][N:20]=2)[OH:15])=[CH:4][CH:3]=1.[CH2:27]([O:29][C:30]([C:32]1([C:35]2[CH:40]=[CH:39][C:38](B3OC(C)(C)C(C)(C)O3)=[CH:37][CH:36]=2)[CH2:34][CH2:33]1)=[O:31])[CH3:28], predict the reaction product. The product is: [CH2:27]([O:29][C:30]([C:32]1([C:35]2[CH:40]=[CH:39][C:38]([C:2]3[CH:7]=[CH:6][C:5]([C:8]4[O:12][N:11]=[C:10]([CH3:13])[C:9]=4[CH:14]([OH:15])[C:16]4[O:17][C:18]([C:21]5[CH:26]=[CH:25][CH:24]=[CH:23][CH:22]=5)=[N:19][N:20]=4)=[CH:4][CH:3]=3)=[CH:37][CH:36]=2)[CH2:33][CH2:34]1)=[O:31])[CH3:28]. (5) Given the reactants [C:1]([C:3]1[CH:4]=[C:5]([CH:18]=[C:19]([C:23]([F:26])([F:25])[F:24])[C:20]=1[O:21]C)[C:6]([N:8]1[C:12]2[CH:13]=[CH:14][CH:15]=[CH:16][C:11]=2[S:10](=[O:17])[CH2:9]1)=[O:7])#[N:2].[Cl-].[Li+].Cl, predict the reaction product. The product is: [C:1]([C:3]1[CH:4]=[C:5]([CH:18]=[C:19]([C:23]([F:26])([F:24])[F:25])[C:20]=1[OH:21])[C:6]([N:8]1[C:12]2[CH:13]=[CH:14][CH:15]=[CH:16][C:11]=2[S:10](=[O:17])[CH2:9]1)=[O:7])#[N:2]. (6) Given the reactants [N+:1]([C:4]1[CH:10]=[CH:9][CH:8]=[CH:7][C:5]=1[NH2:6])([O-:3])=[O:2].C([O:13][CH:14]=[C:15]([C:19](O)=O)[C:16]([OH:18])=[O:17])C.C(OCC)C, predict the reaction product. The product is: [N+:1]([C:4]1[CH:10]=[CH:9][CH:8]=[C:7]2[C:5]=1[NH:6][CH:19]=[C:15]([C:16]([OH:18])=[O:17])[C:14]2=[O:13])([O-:3])=[O:2]. (7) Given the reactants [OH:1][C:2]1[CH:3]=[C:4]([CH:8]=[CH:9][CH:10]=1)[C:5]([OH:7])=[O:6].[O:11]([CH2:18][CH2:19]O)[C:12]1[CH:17]=[CH:16][CH:15]=[CH:14][CH:13]=1.S(=O)(=O)(O)O, predict the reaction product. The product is: [OH:1][C:2]1[CH:3]=[C:4]([CH:8]=[CH:9][CH:10]=1)[C:5]([O:7][CH2:19][CH2:18][O:11][C:12]1[CH:17]=[CH:16][CH:15]=[CH:14][CH:13]=1)=[O:6]. (8) Given the reactants [N+:1]([C:4]1[CH:36]=[CH:35][C:7]([O:8][C:9]2[C:14]([F:15])=[C:13]([F:16])[N:12]=[C:11]([O:17][C:18]3[CH:23]=[CH:22][C:21]([C:24]([O:26]CC4C=CC=CC=4)=[O:25])=[CH:20][CH:19]=3)[C:10]=2[F:34])=[CH:6][C:5]=1[O:37]CC1C=CC=CC=1)([O-])=O.[H][H], predict the reaction product. The product is: [NH2:1][C:4]1[CH:36]=[CH:35][C:7]([O:8][C:9]2[C:14]([F:15])=[C:13]([F:16])[N:12]=[C:11]([O:17][C:18]3[CH:19]=[CH:20][C:21]([C:24]([OH:26])=[O:25])=[CH:22][CH:23]=3)[C:10]=2[F:34])=[CH:6][C:5]=1[OH:37]. (9) Given the reactants [OH:1][N:2]=[C:3](Cl)[C:4]1[CH:9]=[CH:8][CH:7]=[N:6][CH:5]=1.[C:11]([C:13]1[CH:14]=[CH:15][C:16]([F:21])=[C:17]([CH:20]=1)[C:18]#[N:19])#[CH:12].N, predict the reaction product. The product is: [F:21][C:16]1[CH:15]=[CH:14][C:13]([C:11]2[O:1][N:2]=[C:3]([C:4]3[CH:5]=[N:6][CH:7]=[CH:8][CH:9]=3)[CH:12]=2)=[CH:20][C:17]=1[C:18]#[N:19]. (10) Given the reactants [Cl:1][C:2]1[C:7]([CH3:8])=[C:6]([C:9]([OH:11])=[O:10])[CH:5]=[CH:4][N:3]=1.[C:12](=O)([O-])[O-].[K+].[K+].CI, predict the reaction product. The product is: [Cl:1][C:2]1[C:7]([CH3:8])=[C:6]([C:9]([O:11][CH3:12])=[O:10])[CH:5]=[CH:4][N:3]=1.